This data is from Full USPTO retrosynthesis dataset with 1.9M reactions from patents (1976-2016). The task is: Predict the reactants needed to synthesize the given product. (1) Given the product [F:1][C:2]1[CH:7]=[C:6]([C:27]2[CH:32]=[CH:31][CH:30]=[CH:29][C:28]=2[C:33]([N:35]2[CH2:36][CH2:37][O:38][CH2:39][CH2:40]2)=[O:34])[CH:5]=[CH:4][C:3]=1[C:17]1[CH:18]=[C:19]2[CH:25]=[CH:24][NH:23][C:20]2=[N:21][CH:22]=1, predict the reactants needed to synthesize it. The reactants are: [F:1][C:2]1[CH:7]=[C:6](B2OC(C)(C)C(C)(C)O2)[CH:5]=[CH:4][C:3]=1[C:17]1[CH:18]=[C:19]2[CH:25]=[CH:24][NH:23][C:20]2=[N:21][CH:22]=1.Br[C:27]1[CH:32]=[CH:31][CH:30]=[CH:29][C:28]=1[C:33]([N:35]1[CH2:40][CH2:39][O:38][CH2:37][CH2:36]1)=[O:34]. (2) The reactants are: [F:1][C:2]([F:14])([F:13])[C:3]1[CH:8]=[CH:7][N:6]=[C:5]([C:9](OC)=[O:10])[N:4]=1.CC(C[AlH]CC(C)C)C. Given the product [F:14][C:2]([F:1])([F:13])[C:3]1[CH:8]=[CH:7][N:6]=[C:5]([CH:9]=[O:10])[N:4]=1, predict the reactants needed to synthesize it. (3) Given the product [CH:28]1[C:27]2[C:5](=[O:6])[C:7]3[C:12](=[CH:11][CH:10]=[CH:9][CH:8]=3)[C:3](=[O:4])[C:1]=2[CH:34]=[CH:30][CH:31]=1, predict the reactants needed to synthesize it. The reactants are: [C:1]([CH:3]1[C:12]2[C:7](=[CH:8][CH:9]=[CH:10][CH:11]=2)[C:5](=[O:6])[O:4]1)#N.[Li+].C[Si]([N-][Si](C)(C)C)(C)C.N1[CH2:28][CH2:27]OCC1.[Al].[CH2:30]1[CH2:34]OC[CH2:31]1. (4) Given the product [CH3:1][CH:2]1[CH2:7][CH2:6][C:5]([OH:8])([C:19]#[N:20])[CH2:4][CH2:3]1, predict the reactants needed to synthesize it. The reactants are: [CH3:1][CH:2]1[CH2:7][CH2:6][C:5](=[O:8])[CH2:4][CH2:3]1.O.S(S([O-])=O)([O-])(=O)=O.[Na+].[Na+].[C-:19]#[N:20].[K+]. (5) Given the product [Cl:1][C:2]1[CH:7]=[C:6]([O:8][C:9]2[CH:14]=[CH:13][C:12]([NH2:15])=[N:11][C:10]=2[CH2:18][CH3:19])[CH:5]=[CH:4][N:3]=1, predict the reactants needed to synthesize it. The reactants are: [Cl:1][C:2]1[CH:7]=[C:6]([O:8][C:9]2[C:10]([CH2:18][CH3:19])=[N:11][C:12]([N+:15]([O-])=O)=[CH:13][CH:14]=2)[CH:5]=[CH:4][N:3]=1.[NH4+].[Cl-]. (6) Given the product [C:26]([O:30][C:31]([N:33]1[CH2:37][CH2:36][CH2:35][C:34]1([CH:41]([OH:42])[C:2]1[CH:3]=[C:4]2[CH:10]=[CH:9][N:8]([Si:11]([CH:18]([CH3:20])[CH3:19])([CH:15]([CH3:17])[CH3:16])[CH:12]([CH3:14])[CH3:13])[C:5]2=[N:6][CH:7]=1)[CH2:38][CH2:39][CH3:40])=[O:32])([CH3:28])([CH3:29])[CH3:27], predict the reactants needed to synthesize it. The reactants are: Br[C:2]1[CH:3]=[C:4]2[CH:10]=[CH:9][N:8]([Si:11]([CH:18]([CH3:20])[CH3:19])([CH:15]([CH3:17])[CH3:16])[CH:12]([CH3:14])[CH3:13])[C:5]2=[N:6][CH:7]=1.C([Li])(C)(C)C.[C:26]([O:30][C:31]([N:33]1[CH2:37][CH2:36][CH2:35][C:34]1([CH:41]=[O:42])[CH2:38][CH2:39][CH3:40])=[O:32])([CH3:29])([CH3:28])[CH3:27].